Dataset: Full USPTO retrosynthesis dataset with 1.9M reactions from patents (1976-2016). Task: Predict the reactants needed to synthesize the given product. (1) Given the product [C:17]([S:20](/[N:22]=[CH:1]/[C:3]1[N:11]2[C:6]([CH2:7][CH2:8][CH2:9][CH2:10]2)=[CH:5][C:4]=1[C:12]([O:14][CH3:15])=[O:13])=[O:21])([CH3:19])([CH3:18])[CH3:16], predict the reactants needed to synthesize it. The reactants are: [CH:1]([C:3]1[N:11]2[C:6]([CH2:7][CH2:8][CH2:9][CH2:10]2)=[CH:5][C:4]=1[C:12]([O:14][CH3:15])=[O:13])=O.[CH3:16][C:17]([S:20]([NH2:22])=[O:21])([CH3:19])[CH3:18].OS([O-])(=O)=O.[K+]. (2) Given the product [N+:8]([C:11]1[CH:12]=[CH:13][C:14]([O:17][C:18]2[CH:27]=[C:26]3[C:25](=[CH:20][CH:19]=2)[O:24][CH:23]([C:28]2[CH:29]=[CH:30][CH:31]=[CH:32][CH:33]=2)[CH2:7][CH:5]3[O:4][C:2](=[O:3])[CH3:1])=[N:15][CH:16]=1)([O-:10])=[O:9], predict the reactants needed to synthesize it. The reactants are: [CH3:1][C:2]([O:4][C:5]([CH3:7])=O)=[O:3].[N+:8]([C:11]1[CH:12]=[CH:13][C:14]([O:17][C:18]2[CH:19]=[C:20]3[C:25](=[CH:26][CH:27]=2)[O:24][CH:23]([C:28]2[CH:33]=[CH:32][CH:31]=[CH:30][CH:29]=2)CC3O)=[N:15][CH:16]=1)([O-:10])=[O:9]. (3) Given the product [NH:9]1[C:10]2[C:15](=[CH:14][CH:13]=[CH:12][CH:11]=2)[C:7]([C:5](=[O:6])[C:4]([OH:16])=[O:3])=[CH:8]1, predict the reactants needed to synthesize it. The reactants are: C([O:3][C:4](=[O:16])[C:5]([C:7]1[C:15]2[C:10](=[CH:11][CH:12]=[CH:13][CH:14]=2)[NH:9][CH:8]=1)=[O:6])C.[OH-].[Na+]. (4) The reactants are: [F:1][C:2]([F:25])([F:24])[O:3][C:4]1[CH:9]=[CH:8][C:7]([N:10]2[C:14]3[CH:15]=[CH:16][C:17]([C:19]([F:22])([F:21])[F:20])=[CH:18][C:13]=3[NH:12][C:11]2=[O:23])=[CH:6][CH:5]=1.Br[CH2:27][C:28]1[CH:29]=[C:30]([CH:58]=[CH:59][CH:60]=1)[CH2:31][CH:32]1[O:36][C:35](=[O:37])[N:34](C(C2C=CC=CC=2)(C2C=CC=CC=2)C2C=CC=CC=2)[C:33]1=[O:57].C([O-])([O-])=O.[Cs+].[Cs+]. Given the product [O:23]=[C:11]1[N:12]([CH2:27][C:28]2[CH:29]=[C:30]([CH:58]=[CH:59][CH:60]=2)[CH2:31][CH:32]2[O:36][C:35](=[O:37])[NH:34][C:33]2=[O:57])[C:13]2[CH:18]=[C:17]([C:19]([F:20])([F:21])[F:22])[CH:16]=[CH:15][C:14]=2[N:10]1[C:7]1[CH:8]=[CH:9][C:4]([O:3][C:2]([F:1])([F:24])[F:25])=[CH:5][CH:6]=1, predict the reactants needed to synthesize it. (5) Given the product [C:6]([NH:8][C@@H:9]([CH2:24][C@H:25]1[CH2:30][CH2:29][CH2:28][O:27][CH2:26]1)[CH2:10][NH:11][C:12]([N:55]1[CH2:56][CH2:57][CH2:58][C@@H:53]([C@H:45]([C:41]2[CH:42]=[CH:43][CH:44]=[C:39]([Cl:38])[CH:40]=2)[O:46][CH2:47][CH2:48][NH:49][C:50](=[O:51])[O:52][CH3:32])[CH2:54]1)=[O:23])([O:5][C:1]([CH3:2])([CH3:3])[CH3:4])=[O:7], predict the reactants needed to synthesize it. The reactants are: [C:1]([O:5][C:6]([NH:8][C@@H:9]([CH2:24][C@H:25]1[CH2:30][CH2:29][CH2:28][O:27][CH2:26]1)[CH2:10][NH:11][C:12](=[O:23])OC1C=CC([N+]([O-])=O)=CC=1)=[O:7])([CH3:4])([CH3:3])[CH3:2].O[C:32](C(F)(F)F)=O.[Cl:38][C:39]1[CH:40]=[C:41]([C@@H:45]([C@@H:53]2[CH2:58][CH2:57][CH2:56][NH:55][CH2:54]2)[O:46][CH2:47][CH2:48][NH:49][C:50](=[O:52])[OH:51])[CH:42]=[CH:43][CH:44]=1.